From a dataset of Catalyst prediction with 721,799 reactions and 888 catalyst types from USPTO. Predict which catalyst facilitates the given reaction. (1) Reactant: [F:1][C:2]1[C:7]([O:8][CH3:9])=[CH:6][C:5]([O:10][CH3:11])=[C:4]([F:12])[C:3]=1[N:13]1[CH2:18][C:17]2[CH:19]=[N:20][C:21]3[N:25](S(C4C=CC=CC=4)(=O)=O)[C:24]([CH2:35][C:36]4[CH:37]=[N:38][N:39]([CH3:41])[CH:40]=4)=[CH:23][C:22]=3[C:16]=2[N:15]([CH3:42])[C:14]1=[O:43].CC(C)([O-])C.[K+]. Product: [F:1][C:2]1[C:7]([O:8][CH3:9])=[CH:6][C:5]([O:10][CH3:11])=[C:4]([F:12])[C:3]=1[N:13]1[CH2:18][C:17]2[CH:19]=[N:20][C:21]3[NH:25][C:24]([CH2:35][C:36]4[CH:37]=[N:38][N:39]([CH3:41])[CH:40]=4)=[CH:23][C:22]=3[C:16]=2[N:15]([CH3:42])[C:14]1=[O:43]. The catalyst class is: 36. (2) Reactant: [Br:1][CH:2]([CH2:6][CH2:7]Br)[C:3](Cl)=[O:4].[CH:9]1([NH2:15])[CH2:14][CH2:13][CH2:12][CH2:11][CH2:10]1.[OH-].[Na+].[H-].[Na+]. Product: [Br:1][CH:2]1[CH2:6][CH2:7][N:15]([CH:9]2[CH2:14][CH2:13][CH2:12][CH2:11][CH2:10]2)[C:3]1=[O:4]. The catalyst class is: 22. (3) Reactant: [CH3:1][O:2][C:3]1[CH:35]=[C:34]([O:36][CH3:37])[CH:33]=[CH:32][C:4]=1[CH2:5][N:6]1[C:11]2[C:12]3[C:13]([CH2:24][CH2:25][CH2:26][C:10]=2[C:9]([OH:27])=[C:8]([C:28]([OH:30])=[O:29])[C:7]1=[O:31])=[C:14]1[C:18](=[CH:19][CH:20]=3)[N:17]([CH3:21])[C:16]([CH2:22][OH:23])=[CH:15]1. Product: [CH3:1][O:2][C:3]1[CH:35]=[C:34]([O:36][CH3:37])[CH:33]=[CH:32][C:4]=1[CH2:5][N:6]1[C:11]2[C:12]3[C:13]([CH2:24][CH2:25][CH2:26][C:10]=2[C:9]([OH:27])=[C:8]([C:28]([OH:30])=[O:29])[C:7]1=[O:31])=[C:14]1[C:18](=[CH:19][CH:20]=3)[N:17]([CH3:21])[C:16]([CH:22]=[O:23])=[CH:15]1. The catalyst class is: 177.